Dataset: Forward reaction prediction with 1.9M reactions from USPTO patents (1976-2016). Task: Predict the product of the given reaction. (1) Given the reactants C[O:2][C:3]([C:5]1[O:6][CH:7]=[CH:8][C:9]=1[C:10]([O:12]C)=O)=O.CCO.O.[NH2:18][NH2:19], predict the reaction product. The product is: [O:6]1[C:5]2[C:3](=[O:2])[NH:18][NH:19][C:10](=[O:12])[C:9]=2[CH:8]=[CH:7]1. (2) Given the reactants Cl.[NH2:2][CH2:3][C:4]([NH:6][CH:7]([C:14]1[CH:19]=[CH:18][C:17]([Cl:20])=[CH:16][CH:15]=1)[C:8]1[CH:13]=[CH:12][CH:11]=[CH:10][CH:9]=1)=[O:5].[CH:21]([C:24]1[CH:32]=[CH:31][C:27]([C:28](O)=[O:29])=[CH:26][CH:25]=1)([CH3:23])[CH3:22], predict the reaction product. The product is: [Cl:20][C:17]1[CH:18]=[CH:19][C:14]([CH:7]([NH:6][C:4]([CH2:3][NH:2][C:28](=[O:29])[C:27]2[CH:31]=[CH:32][C:24]([CH:21]([CH3:22])[CH3:23])=[CH:25][CH:26]=2)=[O:5])[C:8]2[CH:13]=[CH:12][CH:11]=[CH:10][CH:9]=2)=[CH:15][CH:16]=1. (3) Given the reactants C(OC(=O)[NH:7][CH:8]([CH3:30])[CH2:9][C:10]1[CH:15]=[CH:14][CH:13]=[C:12]([NH:16][C:17]([NH:19][C:20]23[CH2:29][CH:24]4[CH2:25][CH:26]([CH2:28][CH:22]([CH2:23]4)[CH2:21]2)[CH2:27]3)=[O:18])[CH:11]=1)(C)(C)C.NCCC1C=C(NC(NCC2C=CC(F)=CC=2)=O)C=CC=1, predict the reaction product. The product is: [C:20]12([NH:19][C:17]([NH:16][C:12]3[CH:13]=[CH:14][CH:15]=[C:10]([CH2:9][CH:8]([NH2:7])[CH3:30])[CH:11]=3)=[O:18])[CH2:27][CH:26]3[CH2:25][CH:24]([CH2:23][CH:22]([CH2:28]3)[CH2:21]1)[CH2:29]2. (4) Given the reactants [CH3:1][O:2][C:3]([C:5]1[C:6]([OH:30])=[C:7]2[C:12](=[C:13](Br)[N:14]=1)[N:11]([CH2:16][C:17]1[CH:22]=[CH:21][CH:20]=[CH:19][CH:18]=1)[C:10](=[O:23])[C:9]([C:24]1[CH:29]=[CH:28][CH:27]=[CH:26][CH:25]=1)=[CH:8]2)=[O:4].C([Sn](CCCC)(CCCC)[C:36]1[CH:37]=[N:38][CH:39]=[CH:40][CH:41]=1)CCC.CCOC(C)=O.Cl, predict the reaction product. The product is: [CH3:1][O:2][C:3]([C:5]1[C:6]([OH:30])=[C:7]2[C:12](=[C:13]([C:36]3[CH:37]=[N:38][CH:39]=[CH:40][CH:41]=3)[N:14]=1)[N:11]([CH2:16][C:17]1[CH:22]=[CH:21][CH:20]=[CH:19][CH:18]=1)[C:10](=[O:23])[C:9]([C:24]1[CH:29]=[CH:28][CH:27]=[CH:26][CH:25]=1)=[CH:8]2)=[O:4]. (5) Given the reactants [Cl:1][C:2]1[CH:7]=[CH:6][C:5]([C:8](=O)[C:9]([C:11]2[CH:16]=[CH:15][C:14]([Cl:17])=[CH:13][CH:12]=2)=O)=[CH:4][CH:3]=1.[NH2:19]/[C:20](/[C:25]#[N:26])=[C:21](\[NH2:24])/[C:22]#[N:23].C(O)(=O)C, predict the reaction product. The product is: [Cl:1][C:2]1[CH:7]=[CH:6][C:5]([C:8]2[N:19]=[C:20]([C:25]#[N:26])[C:21]([C:22]#[N:23])=[N:24][C:9]=2[C:11]2[CH:16]=[CH:15][C:14]([Cl:17])=[CH:13][CH:12]=2)=[CH:4][CH:3]=1. (6) Given the reactants Br[C:2]1[CH:3]=[N:4][CH:5]=[C:6]([C:8]([F:11])([F:10])[F:9])[CH:7]=1.[CH3:12][O-:13].[Na+], predict the reaction product. The product is: [CH3:12][O:13][C:2]1[CH:3]=[N:4][CH:5]=[C:6]([C:8]([F:11])([F:10])[F:9])[CH:7]=1. (7) Given the reactants [Cl:1][C:2]1[C:3](F)=[C:4]([CH:7]=[CH:8][CH:9]=1)[CH:5]=O.[NH:11]1[CH2:15][CH2:14][C@H:13]([CH2:16][OH:17])[CH2:12]1.[CH2:18]1[CH:22]2[CH2:23][NH:24][CH2:25][CH:21]2[CH2:20][N:19]1[C:26]([O:28][C:29]([CH3:32])([CH3:31])[CH3:30])=[O:27], predict the reaction product. The product is: [Cl:1][C:2]1[C:3]([N:11]2[CH2:15][CH2:14][C@H:13]([CH2:16][OH:17])[CH2:12]2)=[C:4]([CH2:5][N:24]2[CH2:23][CH:22]3[CH2:18][N:19]([C:26]([O:28][C:29]([CH3:32])([CH3:31])[CH3:30])=[O:27])[CH2:20][CH:21]3[CH2:25]2)[CH:7]=[CH:8][CH:9]=1. (8) Given the reactants [H-].[Na+].[Cl:3][C:4]1[CH:5]=[C:6]([OH:10])[CH:7]=[CH:8][CH:9]=1.Cl[C:12]1[CH:21]=[CH:20][C:19]2[C:14](=[C:15]([C:22]3[NH:30][C:29]4[CH2:28][CH2:27][NH:26][C:25](=[O:31])[C:24]=4[CH:23]=3)[CH:16]=[CH:17][CH:18]=2)[N:13]=1, predict the reaction product. The product is: [Cl:3][C:4]1[CH:5]=[C:6]([CH:7]=[CH:8][CH:9]=1)[O:10][C:12]1[CH:21]=[CH:20][C:19]2[C:14](=[C:15]([C:22]3[NH:30][C:29]4[CH2:28][CH2:27][NH:26][C:25](=[O:31])[C:24]=4[CH:23]=3)[CH:16]=[CH:17][CH:18]=2)[N:13]=1. (9) Given the reactants [NH:1]1[C:9]2[C:4](=[CH:5][CH:6]=[CH:7][CH:8]=2)[C:3]([CH2:10][CH2:11][C:12]([O:14][CH3:15])=[O:13])=[CH:2]1.[C:16](O[C:16]([O:18][C:19]([CH3:22])([CH3:21])[CH3:20])=[O:17])([O:18][C:19]([CH3:22])([CH3:21])[CH3:20])=[O:17].O, predict the reaction product. The product is: [CH3:15][O:14][C:12](=[O:13])[CH2:11][CH2:10][C:3]1[C:4]2[C:9](=[CH:8][CH:7]=[CH:6][CH:5]=2)[N:1]([C:16]([O:18][C:19]([CH3:22])([CH3:21])[CH3:20])=[O:17])[CH:2]=1. (10) Given the reactants [CH3:1][C:2]1[CH:7]=[C:6]([N+:8]([O-:10])=[O:9])[CH:5]=[CH:4][C:3]=1[CH2:11][C:12]#[N:13].Br[CH:15](Br)[CH3:16].[OH-].[Na+].Cl, predict the reaction product. The product is: [CH3:1][C:2]1[CH:7]=[C:6]([N+:8]([O-:10])=[O:9])[CH:5]=[CH:4][C:3]=1[C:11]1([C:12]#[N:13])[CH2:16][CH2:15]1.